This data is from NCI-60 drug combinations with 297,098 pairs across 59 cell lines. The task is: Regression. Given two drug SMILES strings and cell line genomic features, predict the synergy score measuring deviation from expected non-interaction effect. (1) Drug 1: C1CCC(CC1)NC(=O)N(CCCl)N=O. Drug 2: C1=CC(=CC=C1CC(C(=O)O)N)N(CCCl)CCCl.Cl. Cell line: HOP-92. Synergy scores: CSS=46.5, Synergy_ZIP=-5.12, Synergy_Bliss=3.64, Synergy_Loewe=4.44, Synergy_HSA=5.94. (2) Drug 1: COC1=C(C=C2C(=C1)N=CN=C2NC3=CC(=C(C=C3)F)Cl)OCCCN4CCOCC4. Drug 2: CS(=O)(=O)OCCCCOS(=O)(=O)C. Cell line: HL-60(TB). Synergy scores: CSS=50.0, Synergy_ZIP=10.0, Synergy_Bliss=11.4, Synergy_Loewe=8.58, Synergy_HSA=11.4.